This data is from NCI-60 drug combinations with 297,098 pairs across 59 cell lines. The task is: Regression. Given two drug SMILES strings and cell line genomic features, predict the synergy score measuring deviation from expected non-interaction effect. (1) Drug 1: CC1CCC2CC(C(=CC=CC=CC(CC(C(=O)C(C(C(=CC(C(=O)CC(OC(=O)C3CCCCN3C(=O)C(=O)C1(O2)O)C(C)CC4CCC(C(C4)OC)O)C)C)O)OC)C)C)C)OC. Drug 2: CC1=C(N=C(N=C1N)C(CC(=O)N)NCC(C(=O)N)N)C(=O)NC(C(C2=CN=CN2)OC3C(C(C(C(O3)CO)O)O)OC4C(C(C(C(O4)CO)O)OC(=O)N)O)C(=O)NC(C)C(C(C)C(=O)NC(C(C)O)C(=O)NCCC5=NC(=CS5)C6=NC(=CS6)C(=O)NCCC[S+](C)C)O. Cell line: OVCAR-4. Synergy scores: CSS=12.4, Synergy_ZIP=-8.68, Synergy_Bliss=-3.43, Synergy_Loewe=-1.51, Synergy_HSA=-0.859. (2) Drug 1: CC1=C(C=C(C=C1)NC(=O)C2=CC=C(C=C2)CN3CCN(CC3)C)NC4=NC=CC(=N4)C5=CN=CC=C5. Drug 2: C1C(C(OC1N2C=NC(=NC2=O)N)CO)O. Cell line: HCC-2998. Synergy scores: CSS=18.7, Synergy_ZIP=-0.422, Synergy_Bliss=-2.94, Synergy_Loewe=-16.0, Synergy_HSA=-6.14.